This data is from Full USPTO retrosynthesis dataset with 1.9M reactions from patents (1976-2016). The task is: Predict the reactants needed to synthesize the given product. (1) Given the product [CH2:19]([O:18][C:17](=[O:26])[NH:16][C:12]1[CH:13]=[C:14]([F:15])[C:9]([O:8][C:6]2[N:5]=[CH:4][N:3]=[C:2]([NH2:28])[CH:7]=2)=[CH:10][C:11]=1[F:27])[C:20]1[CH:25]=[CH:24][CH:23]=[CH:22][CH:21]=1, predict the reactants needed to synthesize it. The reactants are: Cl[C:2]1[CH:7]=[C:6]([O:8][C:9]2[C:14]([F:15])=[CH:13][C:12]([NH:16][C:17](=[O:26])[O:18][CH2:19][C:20]3[CH:25]=[CH:24][CH:23]=[CH:22][CH:21]=3)=[C:11]([F:27])[CH:10]=2)[N:5]=[CH:4][N:3]=1.[NH3:28].C(O)(C)C. (2) Given the product [NH2:9][C:10]1[C:11]([C:25]([NH:8][C:3]2[CH:4]=[N:5][CH:6]=[CH:7][C:2]=2[Cl:1])=[O:26])=[N:12][C:13]([C:17]2[C:18]([F:24])=[CH:19][CH:20]=[CH:21][C:22]=2[F:23])=[C:14]([F:16])[CH:15]=1, predict the reactants needed to synthesize it. The reactants are: [Cl:1][C:2]1[CH:7]=[CH:6][N:5]=[CH:4][C:3]=1[NH2:8].[NH2:9][C:10]1[C:11]([C:25](O)=[O:26])=[N:12][C:13]([C:17]2[C:22]([F:23])=[CH:21][CH:20]=[CH:19][C:18]=2[F:24])=[C:14]([F:16])[CH:15]=1.C1C=NC2N(O)N=NC=2C=1.CCN=C=NCCCN(C)C. (3) Given the product [F:1][C:2]1[CH:3]=[C:4]([CH:7]=[C:8]([C:10]([F:13])([F:12])[F:11])[CH:9]=1)[CH2:5][NH:24][C@@H:14]1[C:23]2[C:18](=[CH:19][CH:20]=[CH:21][CH:22]=2)[CH2:17][CH2:16][CH2:15]1, predict the reactants needed to synthesize it. The reactants are: [F:1][C:2]1[CH:3]=[C:4]([CH:7]=[C:8]([C:10]([F:13])([F:12])[F:11])[CH:9]=1)[CH:5]=O.[C@@H:14]1([NH2:24])[C:23]2[C:18](=[CH:19][CH:20]=[CH:21][CH:22]=2)[CH2:17][CH2:16][CH2:15]1.